This data is from Full USPTO retrosynthesis dataset with 1.9M reactions from patents (1976-2016). The task is: Predict the reactants needed to synthesize the given product. Given the product [CH3:27][N:3]([CH3:1])[CH2:4][CH2:5][CH2:6][O:7][C:8]1[CH:17]=[C:16]2[C:11]([C:12]([S:18][C:19]3[S:23][C:22]([NH:24][C:37]([NH:36][C:33]4[CH:34]=[CH:35][C:30]([F:29])=[CH:31][CH:32]=4)=[O:38])=[CH:21][CH:20]=3)=[CH:13][CH:14]=[N:15]2)=[CH:10][C:9]=1[O:25][CH3:26], predict the reactants needed to synthesize it. The reactants are: [CH2:1]([N:3]([CH2:27]C)[CH2:4][CH2:5][CH2:6][O:7][C:8]1[CH:17]=[C:16]2[C:11]([C:12]([S:18][C:19]3[S:23][C:22]([NH2:24])=[CH:21][CH:20]=3)=[CH:13][CH:14]=[N:15]2)=[CH:10][C:9]=1[O:25][CH3:26])C.[F:29][C:30]1[CH:35]=[CH:34][C:33]([N:36]=[C:37]=[O:38])=[CH:32][CH:31]=1.